From a dataset of Full USPTO retrosynthesis dataset with 1.9M reactions from patents (1976-2016). Predict the reactants needed to synthesize the given product. (1) Given the product [N:1]1([C:7]2[CH:13]=[CH:12][CH:11]=[CH:10][C:8]=2[NH:9][N:14]=[C:26]([C:27](=[O:29])[CH3:28])[C:23](=[O:25])[CH3:24])[CH2:2][CH2:3][O:4][CH2:5][CH2:6]1, predict the reactants needed to synthesize it. The reactants are: [N:1]1([C:7]2[CH:13]=[CH:12][CH:11]=[CH:10][C:8]=2[NH2:9])[CH2:6][CH2:5][O:4][CH2:3][CH2:2]1.[N:14]([O-])=O.[Na+].C([O-])(=O)C.[Na+].[C:23]([CH2:26][C:27](=[O:29])[CH3:28])(=[O:25])[CH3:24]. (2) Given the product [C:1]([NH:8][C@H:9]([C:17]([OH:19])=[O:18])[CH2:10][C:11]1[CH:12]=[CH:13][CH:14]=[CH:15][CH:16]=1)([O:3][C:4]([CH3:6])([CH3:5])[CH3:7])=[O:2].[CH:24]1[C:25]([N+:26]([O-:28])=[O:27])=[CH:20][CH:21]=[C:22]([OH:29])[CH:23]=1, predict the reactants needed to synthesize it. The reactants are: [C:1]([NH:8][C@H:9]([C:17]([OH:19])=[O:18])[CH2:10][C:11]1[CH:16]=[CH:15][CH:14]=[CH:13][CH:12]=1)([O:3][C:4]([CH3:7])([CH3:6])[CH3:5])=[O:2].[CH:20]1[C:25]([N+:26]([O-:28])=[O:27])=[CH:24][CH:23]=[C:22]([OH:29])[CH:21]=1.CCN(C(C)C)C(C)C.CN(C(ON1N=NC2C=CC=NC1=2)=[N+](C)C)C.F[P-](F)(F)(F)(F)F. (3) Given the product [Br:1][C:2]1[CH:27]=[CH:26][C:5]2[N:6]([C:22]([CH3:24])([CH3:23])[CH3:25])[C:7]([C:9]3[CH:21]=[CH:20][CH:19]=[CH:18][C:10]=3[C:11]3[N:13]=[CH:14][NH:15][N:28]=3)=[N:8][C:4]=2[CH:3]=1, predict the reactants needed to synthesize it. The reactants are: [Br:1][C:2]1[CH:27]=[CH:26][C:5]2[N:6]([C:22]([CH3:25])([CH3:24])[CH3:23])[C:7]([C:9]3[CH:21]=[CH:20][CH:19]=[CH:18][C:10]=3[C:11](/[N:13]=[CH:14]/[N:15](C)C)=O)=[N:8][C:4]=2[CH:3]=1.[NH2:28]N.